This data is from Full USPTO retrosynthesis dataset with 1.9M reactions from patents (1976-2016). The task is: Predict the reactants needed to synthesize the given product. (1) Given the product [OH:8][CH2:9][C@@H:10]1[C@@H:14]([C:15]2[CH:20]=[CH:19][CH:18]=[C:17]([F:21])[CH:16]=2)[CH2:13][N:12]([CH2:22][C:23]([CH3:37])([CH3:36])[C:24]([O:26][CH2:27][C:28]2[CH:29]=[CH:30][C:31]([O:34][CH3:35])=[CH:32][CH:33]=2)=[O:25])[CH2:11]1, predict the reactants needed to synthesize it. The reactants are: [Si]([O:8][CH2:9][C@@H:10]1[C@@H:14]([C:15]2[CH:20]=[CH:19][CH:18]=[C:17]([F:21])[CH:16]=2)[CH2:13][N:12]([CH2:22][C:23]([CH3:37])([CH3:36])[C:24]([O:26][CH2:27][C:28]2[CH:33]=[CH:32][C:31]([O:34][CH3:35])=[CH:30][CH:29]=2)=[O:25])[CH2:11]1)(C(C)(C)C)(C)C.[F-].C([N+](CCCC)(CCCC)CCCC)CCC. (2) Given the product [Cl:1][C:2]1[CH:30]=[N:29][C:5]2[N:6]([S:20]([C:23]3[CH:28]=[CH:27][CH:26]=[CH:25][CH:24]=3)(=[O:22])=[O:21])[C:7]3[C:12]([C:4]=2[CH:3]=1)=[CH:11][C:10]([C:13]1[CH:18]=[CH:17][C:16]([O:19][CH2:55][CH2:54][CH2:53][N:52]([CH2:57][CH3:58])[CH2:50][CH3:51])=[CH:15][CH:14]=1)=[CH:9][CH:8]=3, predict the reactants needed to synthesize it. The reactants are: [Cl:1][C:2]1[CH:30]=[N:29][C:5]2[N:6]([S:20]([C:23]3[CH:28]=[CH:27][CH:26]=[CH:25][CH:24]=3)(=[O:22])=[O:21])[C:7]3[C:12]([C:4]=2[CH:3]=1)=[CH:11][C:10]([C:13]1[CH:18]=[CH:17][C:16]([OH:19])=[CH:15][CH:14]=1)=[CH:9][CH:8]=3.C1(P(C2C=CC=CC=2)C2C=CC=CC=2)C=CC=CC=1.[CH2:50]([N:52]([CH2:57][CH3:58])[CH2:53][CH2:54][CH2:55]O)[CH3:51].C(OC([N+](C(OC(C)C)=O)=[N-])=O)(C)C. (3) Given the product [Br:1][C:2]1[CH:7]=[CH:6][C:5]([C:8]2[N:12]([CH2:13][C@@H:14]3[CH2:18][CH2:17][NH:16][CH2:15]3)[N:11]=[N:10][CH:9]=2)=[CH:4][CH:3]=1, predict the reactants needed to synthesize it. The reactants are: [Br:1][C:2]1[CH:7]=[CH:6][C:5]([C:8]2[N:12]([CH2:13][C@@H:14]3[CH2:18][CH2:17][N:16](C(OC(C)(C)C)=O)[CH2:15]3)[N:11]=[N:10][CH:9]=2)=[CH:4][CH:3]=1.Cl.O1CCOCC1. (4) The reactants are: FCC1[CH:4]([CH2:12][F:13])[C:5](=[S:9](=[O:11])=[O:10])[CH:6]=[CH:7]C=1.Cl.[OH:15][C@@H:16]1CCN[CH2:17]1.[C:21]([O-])([O-])=O.[K+].[K+].O.[CH3:28][N:29]([CH:31]=O)[CH3:30]. Given the product [F:13][C:12]1[CH:4]=[C:5]([S:9]([CH3:21])(=[O:10])=[O:11])[CH:6]=[CH:7][C:30]=1[N:29]1[CH2:28][CH2:17][C@@H:16]([OH:15])[CH2:31]1, predict the reactants needed to synthesize it. (5) Given the product [Cl:1][C:2]1[CH:7]=[C:6]([N:8]2[C:13](=[O:14])[NH:12][C:11](=[O:15])[CH:10]=[N:9]2)[CH:5]=[CH:4][C:3]=1[C:16]([C:21]1[CH:26]=[CH:25][C:24]([Cl:27])=[CH:23][CH:22]=1)([CH3:20])[C:17]([NH:29][CH3:28])=[O:18], predict the reactants needed to synthesize it. The reactants are: [Cl:1][C:2]1[CH:7]=[C:6]([N:8]2[C:13](=[O:14])[NH:12][C:11](=[O:15])[CH:10]=[N:9]2)[CH:5]=[CH:4][C:3]=1[C:16]([C:21]1[CH:26]=[CH:25][C:24]([Cl:27])=[CH:23][CH:22]=1)([CH3:20])[C:17](Cl)=[O:18].[CH3:28][NH2:29].O.Cl. (6) Given the product [Br:1][C:2]1[CH:7]=[C:6]([CH:8]2[N:28]([C:22]3[CH:23]=[CH:24][C:25]([F:27])=[CH:26][C:21]=3[F:20])[N:29]=[C:10]([C:11]([F:17])([F:16])[C:12]([F:15])([F:14])[F:13])[CH2:9]2)[CH:5]=[CH:4][N:3]=1, predict the reactants needed to synthesize it. The reactants are: [Br:1][C:2]1[CH:7]=[C:6]([CH:8]=[CH:9][C:10](=O)[C:11]([F:17])([F:16])[C:12]([F:15])([F:14])[F:13])[CH:5]=[CH:4][N:3]=1.Cl.[F:20][C:21]1[CH:26]=[C:25]([F:27])[CH:24]=[CH:23][C:22]=1[NH:28][NH2:29].N1CCCCC1. (7) Given the product [CH:23]1([NH:28][C:16]2[N:15]=[C:14]([C:13]3[C:5]([CH2:1][CH:2]([CH3:4])[CH3:3])=[N:6][N:7]4[CH:12]=[CH:11][CH:10]=[CH:9][C:8]=34)[CH:19]=[CH:18][N:17]=2)[CH2:27][CH2:26][CH2:25][CH2:24]1, predict the reactants needed to synthesize it. The reactants are: [CH2:1]([C:5]1[C:13]([C:14]2[CH:19]=[CH:18][N:17]=[C:16](S(C)=O)[N:15]=2)=[C:8]2[CH:9]=[CH:10][CH:11]=[CH:12][N:7]2[N:6]=1)[CH:2]([CH3:4])[CH3:3].[CH:23]1([NH2:28])[CH2:27][CH2:26][CH2:25][CH2:24]1. (8) Given the product [Cl:2][C:3]1[C:4]([F:32])=[C:5]([NH:9][C:10]2[C:19]3[C:14](=[CH:15][C:16]([O:30][CH3:31])=[C:17]([O:20][C@@H:21]4[CH2:25][N:24]([CH3:35])[C@@H:23]([C:26]([O:28][CH3:29])=[O:27])[CH2:22]4)[CH:18]=3)[N:13]=[CH:12][N:11]=2)[CH:6]=[CH:7][CH:8]=1, predict the reactants needed to synthesize it. The reactants are: Cl.[Cl:2][C:3]1[C:4]([F:32])=[C:5]([NH:9][C:10]2[C:19]3[C:14](=[CH:15][C:16]([O:30][CH3:31])=[C:17]([O:20][C@@H:21]4[CH2:25][NH:24][C@@H:23]([C:26]([O:28][CH3:29])=[O:27])[CH2:22]4)[CH:18]=3)[N:13]=[CH:12][N:11]=2)[CH:6]=[CH:7][CH:8]=1.C=O.[C:35]([BH3-])#N.[Na+].S([O-])([O-])(=O)=O.[Mg+2]. (9) Given the product [C:18]([C:17]1[CH:20]=[CH:21][C:14]([NH:13][CH:5]([C:4]2[CH:7]=[C:8]([CH2:11][CH3:12])[C:9]([OH:10])=[C:2]([Br:1])[CH:3]=2)[C:40]([O:41][CH3:42])=[O:44])=[CH:15][CH:16]=1)#[N:19], predict the reactants needed to synthesize it. The reactants are: [Br:1][C:2]1[CH:3]=[C:4]([CH:7]=[C:8]([CH2:11][CH3:12])[C:9]=1[OH:10])[CH:5]=O.[NH2:13][C:14]1[CH:21]=[CH:20][C:17]([C:18]#[N:19])=[CH:16][CH:15]=1.S(C[N+]#[C-])(C1C=CC(C)=CC=1)(=O)=O.B(F)(F)F.C[CH2:40][O:41][CH2:42]C.[OH2:44].